Dataset: Peptide-MHC class I binding affinity with 185,985 pairs from IEDB/IMGT. Task: Regression. Given a peptide amino acid sequence and an MHC pseudo amino acid sequence, predict their binding affinity value. This is MHC class I binding data. (1) The MHC is HLA-B45:01 with pseudo-sequence HLA-B45:01. The peptide sequence is RMRGAHTNDVK. The binding affinity (normalized) is 0. (2) The MHC is HLA-A30:02 with pseudo-sequence HLA-A30:02. The peptide sequence is CYGVSATKL. The binding affinity (normalized) is 0. (3) The peptide sequence is GVSYEVFDDY. The MHC is HLA-A03:01 with pseudo-sequence HLA-A03:01. The binding affinity (normalized) is 0.